From a dataset of Forward reaction prediction with 1.9M reactions from USPTO patents (1976-2016). Predict the product of the given reaction. (1) The product is: [F:1][C:2]1[CH:24]=[CH:23][CH:22]=[C:21]([F:25])[C:3]=1[C:4]([NH:6][C:7]1[CH:12]=[N:11][C:10]([C:13]2[CH:17]=[C:16]([C:18]3[N:40]([CH3:39])[CH:36]=[N:37][CH:38]=3)[S:15][C:14]=2[CH3:20])=[CH:9][N:8]=1)=[O:5]. Given the reactants [F:1][C:2]1[CH:24]=[CH:23][CH:22]=[C:21]([F:25])[C:3]=1[C:4]([NH:6][C:7]1[CH:12]=[N:11][C:10]([C:13]2[CH:17]=[C:16]([CH:18]=O)[S:15][C:14]=2[CH3:20])=[CH:9][N:8]=1)=[O:5].CC1C=CC(S([CH2:36][N:37]=[CH2:38])(=O)=O)=CC=1.[CH3:39][NH2:40], predict the reaction product. (2) The product is: [Cl:25][C:26]1[CH:31]=[CH:30][CH:29]=[C:28]([Cl:32])[C:27]=1[S:33]([O:1][C:2]1[CH:22]=[CH:21][C:5]2[N:6]=[C:7]([NH:9][C:10](=[O:11])[NH:12][CH2:13][CH2:14][N:15]3[CH2:20][CH2:19][O:18][CH2:17][CH2:16]3)[S:8][C:4]=2[CH:3]=1)(=[O:35])=[O:34]. Given the reactants [OH:1][C:2]1[CH:22]=[CH:21][C:5]2[N:6]=[C:7]([NH:9][C:10]([NH:12][CH2:13][CH2:14][N:15]3[CH2:20][CH2:19][O:18][CH2:17][CH2:16]3)=[O:11])[S:8][C:4]=2[CH:3]=1.[OH-].[Na+].[Cl:25][C:26]1[CH:31]=[CH:30][CH:29]=[C:28]([Cl:32])[C:27]=1[S:33](Cl)(=[O:35])=[O:34], predict the reaction product.